This data is from Reaction yield outcomes from USPTO patents with 853,638 reactions. The task is: Predict the reaction yield, written as a fraction of the theoretical maximum amount of product (1.0 means a 100% yield; for example, 0.34 means a 34% yield). (1) The reactants are C([O:3][C:4]([C:6]1[CH:19]=[C:18]2[C:9]([O:10][CH2:11][CH2:12][N:13]3[C:17]2=[N:16][C:15]([C:20]2[N:24]([CH:25]([CH3:27])[CH3:26])[N:23]=[C:22]([CH3:28])[N:21]=2)=[CH:14]3)=[CH:8][C:7]=1[F:29])=[CH2:5])C.C1(C)C=CC(S(O)(=O)=O)=CC=1. The catalyst is CC(C)=O. The product is [F:29][C:7]1[CH:8]=[C:9]2[C:18](=[CH:19][C:6]=1[C:4](=[O:3])[CH3:5])[C:17]1[N:13]([CH:14]=[C:15]([C:20]3[N:24]([CH:25]([CH3:26])[CH3:27])[N:23]=[C:22]([CH3:28])[N:21]=3)[N:16]=1)[CH2:12][CH2:11][O:10]2. The yield is 0.850. (2) The reactants are S(=O)(=O)(O)O.[Cl:6][C:7]1[CH:8]=[CH:9][C:10]([S:14][CH3:15])=[C:11]([CH:13]=1)N.N([O-])=O.[Na+].[I-:20].[K+]. The catalyst is O.C(#N)C. The product is [Cl:6][C:7]1[CH:8]=[CH:9][C:10]([S:14][CH3:15])=[C:11]([I:20])[CH:13]=1. The yield is 0.770.